Dataset: Full USPTO retrosynthesis dataset with 1.9M reactions from patents (1976-2016). Task: Predict the reactants needed to synthesize the given product. (1) The reactants are: [NH2:1][CH2:2][C@H:3]1[CH2:8][N:7]([S:9]([C:12]2[S:13][CH:14]=[CH:15][CH:16]=2)(=[O:11])=[O:10])[CH2:6][CH2:5][N:4]1[C:17]1[CH:22]=[CH:21][C:20]([C:23]([OH:29])([CH3:28])[C:24]([F:27])([F:26])[F:25])=[CH:19][CH:18]=1.[CH3:30][C:31]([CH3:33])=O.C[Si]([C:38]#[N:39])(C)C. Given the product [CH3:30][C:31]([NH:1][CH2:2][C@H:3]1[CH2:8][N:7]([S:9]([C:12]2[S:13][CH:14]=[CH:15][CH:16]=2)(=[O:10])=[O:11])[CH2:6][CH2:5][N:4]1[C:17]1[CH:18]=[CH:19][C:20]([C:23]([OH:29])([CH3:28])[C:24]([F:26])([F:27])[F:25])=[CH:21][CH:22]=1)([CH3:33])[C:38]#[N:39], predict the reactants needed to synthesize it. (2) Given the product [CH3:23][C:20]1([CH3:24])[CH2:21][CH2:22][C@H:18]([O:17][C:13]2[C:14]([F:16])=[CH:15][C:10]([S:7]([NH:6][C:32]3[CH:37]=[CH:36][N:35]=[CH:34][N:33]=3)(=[O:9])=[O:8])=[C:11]([F:31])[CH:12]=2)[C@H:19]1[C:25]1[N:29]([CH3:30])[N:28]=[CH:27][CH:26]=1, predict the reactants needed to synthesize it. The reactants are: COC1C=C(OC)C=CC=1C[N:6]([C:32]1[CH:37]=[CH:36][N:35]=[CH:34][N:33]=1)[S:7]([C:10]1[CH:15]=[C:14]([F:16])[C:13]([O:17][C@H:18]2[CH2:22][CH2:21][C:20]([CH3:24])([CH3:23])[C@@H:19]2[C:25]2[N:29]([CH3:30])[N:28]=[CH:27][CH:26]=2)=[CH:12][C:11]=1[F:31])(=[O:9])=[O:8].C([SiH](CC)CC)C.FC(F)(F)C(O)=O. (3) Given the product [CH:11]([C:7]1[CH:8]=[CH:9][CH:10]=[C:4]([CH:1]([CH3:3])[CH3:2])[C:5]=1[N:6]=[C:17]1[C:18]2[C:27](=[CH:26][C:25]3[CH2:24][CH2:23][CH2:22][C:21](=[N:6][C:5]4[C:7]([CH:11]([CH3:12])[CH3:13])=[CH:8][CH:9]=[CH:10][C:4]=4[CH:1]([CH3:3])[CH3:2])[C:20]=3[N:19]=2)[CH2:14][CH2:15][CH2:16]1)([CH3:13])[CH3:12], predict the reactants needed to synthesize it. The reactants are: [CH:1]([C:4]1[CH:10]=[CH:9][CH:8]=[C:7]([CH:11]([CH3:13])[CH3:12])[C:5]=1[NH2:6])([CH3:3])[CH3:2].[CH2:14]1[C:27]2[C:18](=[N:19][C:20]3[C:21](=O)[CH2:22][CH2:23][CH2:24][C:25]=3[CH:26]=2)[C:17](=O)[CH2:16][CH2:15]1. (4) Given the product [C:31]([OH:38])(=[O:37])/[CH:32]=[CH:33]/[C:34]([OH:36])=[O:35].[CH:25]1([CH2:24][N:10]([CH2:9][C:4]2[CH:5]=[CH:6][CH:7]=[CH:8][C:3]=2[C:2]([F:29])([F:1])[F:28])[CH:11]2[CH2:12][CH2:13][NH:14][CH2:15][CH2:16]2)[CH2:27][CH2:26]1, predict the reactants needed to synthesize it. The reactants are: [F:1][C:2]([F:29])([F:28])[C:3]1[CH:8]=[CH:7][CH:6]=[CH:5][C:4]=1[CH2:9][N:10]([CH2:24][CH:25]1[CH2:27][CH2:26]1)[CH:11]1[CH2:16][CH2:15][N:14](C(OC(C)(C)C)=O)[CH2:13][CH2:12]1.Cl.[C:31]([OH:38])(=[O:37])/[CH:32]=[CH:33]/[C:34]([OH:36])=[O:35].